From a dataset of Experimentally validated miRNA-target interactions with 360,000+ pairs, plus equal number of negative samples. Binary Classification. Given a miRNA mature sequence and a target amino acid sequence, predict their likelihood of interaction. (1) The miRNA is hsa-miR-3185 with sequence AGAAGAAGGCGGUCGGUCUGCGG. The protein sequence of the target gene is MESSPESLQPLEHGVAAGPASGTGSSQEGLQETRLAAGDGPGVWAAETSGGNGLGAAAARRSLPDSASPAGSPEVPGPCSSSAGLDLKDSGLESPAAAEAPLRGQYKVTASPETAVAGVGHELGTAGDAGARPDLAGTCQAELTAAGSEEPSSAGGLSSSCSDPSPPGESPSLDSLESFSNLHSFPSSCEFNSEEGAENRVPEEEEGAAVLPGAVPLCKEEEGEETAQVLAASKERFPGQSVYHIKWIQWKEENTPIITQNENGPCPLLAILNVLLLAWKVKLPPMMEIITAEQLMEYLG.... Result: 1 (interaction). (2) The miRNA is hsa-miR-580-3p with sequence UUGAGAAUGAUGAAUCAUUAGG. The protein sequence of the target gene is MVHCAGCKRPILDRFLLNVLDRAWHVKCVQCCECKCNLTEKCFSREGKLYCKNDFFRCFGTKCAGCAQGISPSDLVRRARSKVFHLNCFTCMMCNKQLSTGEELYIIDENKFVCKEDYLSNSSVAKENSLHSATTGSDPSLSPDSQDPSQDDAKDSESANVSDKEGGSNENDDQNLGAKRRGPRTTIKAKQLETLKAAFAATPKPTRHIREQLAQETGLNMRVIQVWFQNRRSKERRMKQLSALGARRHAFFRSPRRMRPLVDRLEPGELIPNGPFSFYGDYQSEYYGPGGNYDFFPQGP.... Result: 0 (no interaction). (3) The miRNA is mmu-miR-3060-3p with sequence CCAUAGCACAGAAGCACUCCCA. The protein sequence of the target gene is MEAVPGTPPPPPSESPPPPSPPPPSTPSPPPCSPDGRAATPHLLHHRLPLPDDREDGELEEGELEDDGAEEVQDPPGGQERSRKEKGEKHHSDSEEEKSHRRLKRKRKKEREKEKRRSKKRRKSKHKRHASSSDDFSDFSDDSDFSPSEKSHRKYRDYSPPYAPSHQQYSSSHNAPLPKKSYSKMDSKGYSMYEDYENEQYGEYEGDEEEDMGKEDYDDFTKELNQYRRAKEGSSRGRGSRGRGRGYRGRGSRGGSRGRGMGRGSRGRGRGSMGEHPEDEEDLYEEEIEYGESEEPMGDD.... Result: 0 (no interaction). (4) The miRNA is hsa-miR-551b-3p with sequence GCGACCCAUACUUGGUUUCAG. The protein sequence of the target gene is MASTSTTIRSHSSSRRGFSANSARLPGVSRSGFSSISVSRSRGSGGLGGACGGAGFGSRSLYGLGGSKRISIGGGSCAISGGYGSRAGGSYGFGGAGSGFGFGGGAGIGFGLGGGAGLAGGFGGPGFPVCPPGGIQEVTVNQSLLTPLNLQIDPAIQRVRAEEREQIKTLNNKFASFIDKVRFLEQQNKVLDTKWTLLQEQGTKTVRQNLEPLFEQYINNLRRQLDNIVGERGRLDSELRNMQDLVEDLKNKYEDEINKRTAAENEFVTLKKDVDAAYMNKVELQAKADTLTDEINFLRA.... Result: 0 (no interaction). (5) The miRNA is hsa-miR-4494 with sequence CCAGACUGUGGCUGACCAGAGG. The protein sequence of the target gene is MVEADRPGKLFIGGLNTETNEKALEAVFGKYGRIVEVLLMKDRETNKSRGFAFVTFESPADAKDAARDMNGKSLDGKAIKVEQATKPSFESGRRGPPPPPRSRGPPRGLRGGRGGSGGTRGPPSRGGHMDDGGYSMNFNMSSSRGPLPVKRGPPPRSGGPPPKRSAPSGPVRSSSGMGGRAPVSRGRDSYGGPPRREPLPSRRDVYLSPRDDGYSTKDSYSSRDYPSSRDTRDYAPPPRDYTYRDYGHSSSRDDYPSRGYSDRDGYGRDRDYSDHPSGGSYRDSYESYGNSRSAPPTRGP.... Result: 0 (no interaction). (6) The miRNA is hsa-miR-548t-3p with sequence AAAAACCACAAUUACUUUUGCACCA. The protein sequence of the target gene is MVNEARGNSSLNPCLEGSASSGSESSKDSSRCSTPGLDPERHERLREKMRRRLESGDKWFSLEFFPPRTAEGAVNLISRFDRMAAGGPLYIDVTWHPAGDPGSDKETSSMMIASTAVNYCGLETILHMTCCRQRLEEITGHLHKAKQLGLKNIMALRGDPIGDQWEEEEGGFNYAVDLVKHIRSEFGDYFDICVAGYPKGHPEAGSFEADLKHLKEKVSAGADFIITQLFFEADTFFRFVKACTDMGITCPIVPGIFPIQGYHSLRQLVKLSKLEVPQEIKDVIEPIKDNDAAIRNYGIE.... Result: 0 (no interaction).